This data is from NCI-60 drug combinations with 297,098 pairs across 59 cell lines. The task is: Regression. Given two drug SMILES strings and cell line genomic features, predict the synergy score measuring deviation from expected non-interaction effect. (1) Drug 1: CC(CN1CC(=O)NC(=O)C1)N2CC(=O)NC(=O)C2. Drug 2: C1=CC(=CC=C1CCCC(=O)O)N(CCCl)CCCl. Cell line: MDA-MB-435. Synergy scores: CSS=3.90, Synergy_ZIP=-3.40, Synergy_Bliss=-4.46, Synergy_Loewe=-9.43, Synergy_HSA=-5.41. (2) Drug 1: CC12CCC3C(C1CCC2=O)CC(=C)C4=CC(=O)C=CC34C. Drug 2: CN1C2=C(C=C(C=C2)N(CCCl)CCCl)N=C1CCCC(=O)O.Cl. Cell line: IGROV1. Synergy scores: CSS=23.0, Synergy_ZIP=2.80, Synergy_Bliss=3.31, Synergy_Loewe=-8.22, Synergy_HSA=4.19. (3) Cell line: UACC62. Drug 1: CCN(CC)CCNC(=O)C1=C(NC(=C1C)C=C2C3=C(C=CC(=C3)F)NC2=O)C. Drug 2: CS(=O)(=O)CCNCC1=CC=C(O1)C2=CC3=C(C=C2)N=CN=C3NC4=CC(=C(C=C4)OCC5=CC(=CC=C5)F)Cl. Synergy scores: CSS=71.1, Synergy_ZIP=16.8, Synergy_Bliss=18.4, Synergy_Loewe=17.0, Synergy_HSA=21.7. (4) Drug 1: CCC1=CC2CC(C3=C(CN(C2)C1)C4=CC=CC=C4N3)(C5=C(C=C6C(=C5)C78CCN9C7C(C=CC9)(C(C(C8N6C)(C(=O)OC)O)OC(=O)C)CC)OC)C(=O)OC.C(C(C(=O)O)O)(C(=O)O)O. Drug 2: C1=NC2=C(N=C(N=C2N1C3C(C(C(O3)CO)O)O)F)N. Cell line: SNB-19. Synergy scores: CSS=40.2, Synergy_ZIP=-7.67, Synergy_Bliss=-8.57, Synergy_Loewe=-19.8, Synergy_HSA=-7.57.